Dataset: Forward reaction prediction with 1.9M reactions from USPTO patents (1976-2016). Task: Predict the product of the given reaction. (1) Given the reactants Br[C:2]1[CH:13]=[N:12][C:5]2[NH:6][C:7](=[O:11])[CH2:8][O:9][CH2:10][C:4]=2[CH:3]=1.[C:14]([O:18][C:19]([CH3:22])([CH3:21])[CH3:20])(=[O:17])[CH:15]=[CH2:16].C(N(C(C)C)C(C)C)C.CC1C=CC=CC=1P(C1C=CC=CC=1C)C1C=CC=CC=1C, predict the reaction product. The product is: [C:19]([O:18][C:14](=[O:17])[CH:15]=[CH:16][C:2]1[CH:13]=[N:12][C:5]2[NH:6][C:7](=[O:11])[CH2:8][O:9][CH2:10][C:4]=2[CH:3]=1)([CH3:22])([CH3:21])[CH3:20]. (2) Given the reactants Br.[Br:2][CH2:3][CH2:4][NH2:5].Cl[C:7]([O:9][CH2:10][C:11]1[CH:16]=[CH:15][CH:14]=[CH:13][CH:12]=1)=[O:8].C(OC(NC(NC(OC(C)(C)C)=O)=S)=O)(C)(C)C, predict the reaction product. The product is: [CH2:10]([O:9][C:7]([NH:5][CH2:4][CH2:3][Br:2])=[O:8])[C:11]1[CH:16]=[CH:15][CH:14]=[CH:13][CH:12]=1. (3) Given the reactants Br[C:2]1[CH:7]=[C:6]([F:8])[C:5]([NH:9][C:10]([N:12]2[CH2:20][C:19]3[C:14](=[CH:15][CH:16]=[CH:17][C:18]=3[CH3:21])[CH2:13]2)=[O:11])=[C:4]([F:22])[CH:3]=1.[CH3:23][O:24][Na].Cl, predict the reaction product. The product is: [F:8][C:6]1[CH:7]=[C:2]([O:24][CH3:23])[CH:3]=[C:4]([F:22])[C:5]=1[NH:9][C:10]([N:12]1[CH2:20][C:19]2[C:14](=[CH:15][CH:16]=[CH:17][C:18]=2[CH3:21])[CH2:13]1)=[O:11]. (4) Given the reactants [Br:1][CH2:2]/[CH:3]=[CH:4]/[C:5]1[CH:10]=[CH:9][CH:8]=[C:7]([N+:11]([O-:13])=[O:12])[CH:6]=1.[N+](=[CH:16][C:17]([O:19][CH2:20][CH3:21])=[O:18])=[N-], predict the reaction product. The product is: [Br:1][CH2:2][CH:3]1[CH:4]([C:5]2[CH:10]=[CH:9][CH:8]=[C:7]([N+:11]([O-:13])=[O:12])[CH:6]=2)[CH:16]1[C:17]([O:19][CH2:20][CH3:21])=[O:18]. (5) The product is: [Cl:34][C:31]1[CH:32]=[CH:33][C:28]([C:26]2[S:27][C:23]([C@@H:21]([NH:20][C:16]3[N:15]=[C:14]([N:9]4[C@@H:8]([C@@H:6]([OH:5])[CH3:7])[CH2:12][O:11][C:10]4=[O:13])[CH:19]=[CH:18][N:17]=3)[CH3:22])=[CH:24][N:25]=2)=[CH:29][CH:30]=1. Given the reactants C([O:5][C@H:6]([C@H:8]1[CH2:12][O:11][C:10](=[O:13])[N:9]1[C:14]1[CH:19]=[CH:18][N:17]=[C:16]([NH:20][C@H:21]([C:23]2[S:27][C:26]([C:28]3[CH:33]=[CH:32][C:31]([Cl:34])=[CH:30][CH:29]=3)=[N:25][CH:24]=2)[CH3:22])[N:15]=1)[CH3:7])(C)(C)C.C(O)(C(F)(F)F)=O, predict the reaction product. (6) Given the reactants C([O:3][C:4]([C:6]1[CH:10]=[C:9]([O:11][CH3:12])[NH:8][N:7]=1)=[O:5])C.[OH-].[Na+].Cl, predict the reaction product. The product is: [CH3:12][O:11][C:9]1[NH:8][N:7]=[C:6]([C:4]([OH:5])=[O:3])[CH:10]=1. (7) Given the reactants [CH2:1]([NH:3][C:4]1[C:9]([CH:10]=[CH:11][C:12]([O:14][CH2:15][CH3:16])=[O:13])=[CH:8][N:7]=[C:6]([NH:17][C:18]2[CH:23]=[CH:22][CH:21]=[CH:20][CH:19]=2)[N:5]=1)[CH3:2], predict the reaction product. The product is: [CH2:15]([O:14][C:12](=[O:13])[CH2:11][CH2:10][C:9]1[C:4]([NH:3][CH2:1][CH3:2])=[N:5][C:6]([NH:17][C:18]2[CH:19]=[CH:20][CH:21]=[CH:22][CH:23]=2)=[N:7][CH:8]=1)[CH3:16]. (8) Given the reactants [CH3:1][C:2]([CH3:4])=[O:3].C([C:8]1[C:9]([Cl:34])=[N:10][C:11]2[N:12]([N:31]=[CH:32][CH:33]=2)[C:13]=1[N:14]([C:22]1[CH:27]=[CH:26][C:25]([O:28][CH2:29][CH3:30])=[CH:24][CH:23]=1)[C:15](=[O:21])[O:16][C:17]([CH3:20])([CH3:19])[CH3:18])C=C.C[N+]1([O-])CC[O:39]CC1.S([O-])([O-])=O.[Na+].[Na+], predict the reaction product. The product is: [Cl:34][C:9]1[C:8]([CH2:1][CH:2]([OH:3])[CH2:4][OH:39])=[C:13]([N:14]([C:22]2[CH:27]=[CH:26][C:25]([O:28][CH2:29][CH3:30])=[CH:24][CH:23]=2)[C:15](=[O:21])[O:16][C:17]([CH3:20])([CH3:19])[CH3:18])[N:12]2[N:31]=[CH:32][CH:33]=[C:11]2[N:10]=1. (9) Given the reactants [OH:1][CH2:2][C:3]1[CH:4]=[CH:5][C:6]([NH:9][C:10](=[O:16])[O:11][C:12]([CH3:15])([CH3:14])[CH3:13])=[N:7][CH:8]=1.CCN(C(C)C)C(C)C.[CH3:26][S:27](Cl)(=[O:29])=[O:28], predict the reaction product. The product is: [CH3:26][S:27]([O:1][CH2:2][C:3]1[CH:8]=[N:7][C:6]([NH:9][C:10]([O:11][C:12]([CH3:13])([CH3:15])[CH3:14])=[O:16])=[CH:5][CH:4]=1)(=[O:29])=[O:28]. (10) Given the reactants [CH3:1][C:2]1[O:6][C:5]([C:7]2[CH:12]=[CH:11][C:10]([C:13]3[S:14][CH:15]=[CH:16][CH:17]=3)=[CH:9][CH:8]=2)=[N:4][C:3]=1[CH2:18][CH2:19][O:20]S(C1C=CC(C)=CC=1)(=O)=O.C([O:33][C:34](=[O:54])[C:35]([CH3:53])([O:46][C:47]1[CH:52]=[CH:51][CH:50]=[CH:49][CH:48]=1)[CH2:36][C:37]1[CH:42]=[CH:41][C:40](O)=[C:39]([O:44][CH3:45])[CH:38]=1)C, predict the reaction product. The product is: [CH3:45][O:44][C:39]1[CH:38]=[C:37]([CH2:36][C:35]([CH3:53])([O:46][C:47]2[CH:52]=[CH:51][CH:50]=[CH:49][CH:48]=2)[C:34]([OH:54])=[O:33])[CH:42]=[CH:41][C:40]=1[O:20][CH2:19][CH2:18][C:3]1[N:4]=[C:5]([C:7]2[CH:8]=[CH:9][C:10]([C:13]3[S:14][CH:15]=[CH:16][CH:17]=3)=[CH:11][CH:12]=2)[O:6][C:2]=1[CH3:1].